This data is from Catalyst prediction with 721,799 reactions and 888 catalyst types from USPTO. The task is: Predict which catalyst facilitates the given reaction. Reactant: [F:1][C:2]1[CH:7]=[CH:6][C:5]([C:8]2[N:9]=[C:10]3[N:14]([C:15]=2[C:16]2[CH:17]=[N:18][C:19]([NH:22][NH2:23])=[CH:20][CH:21]=2)[CH:13]=[CH:12][O:11]3)=[CH:4][CH:3]=1.FC1C=CC(C2N=C3N(C=2)C=CO3)=CC=1.C1C(=O)N(I)C(=O)C1.FC1C=CC(B(O)O)=CN=1.NN.[CH3:59][C:60]1([CH3:67])[CH2:64][C:63](=O)[O:62][C:61]1=[O:66]. Product: [F:1][C:2]1[CH:7]=[CH:6][C:5]([C:8]2[N:9]=[C:10]3[N:14]([C:15]=2[C:16]2[CH:21]=[CH:20][C:19]4[N:18]([C:63]([CH2:64][C:60]([CH3:67])([CH3:59])[C:61]([OH:66])=[O:62])=[N:23][N:22]=4)[CH:17]=2)[CH:13]=[CH:12][O:11]3)=[CH:4][CH:3]=1. The catalyst class is: 12.